Dataset: Catalyst prediction with 721,799 reactions and 888 catalyst types from USPTO. Task: Predict which catalyst facilitates the given reaction. (1) Reactant: [F:1][C:2]1[C:11]2[O:10][CH2:9][CH:8]=[CH:7][C:6]=2[C:5]([C:12]([OH:14])=O)=[CH:4][CH:3]=1.C(N1C=CN=C1)([N:17]1C=CN=C1)=O. Product: [F:1][C:2]1[C:11]2[O:10][CH2:9][CH:8]=[CH:7][C:6]=2[C:5]([C:12]([NH2:17])=[O:14])=[CH:4][CH:3]=1. The catalyst class is: 1. (2) The catalyst class is: 3. Reactant: [CH2:1]([C:5]1[NH:9][N:8]=[C:7]([C:10]([F:13])([F:12])[F:11])[CH:6]=1)[CH2:2][CH2:3][CH3:4].C1C(=O)N([Cl:21])C(=O)C1. Product: [CH2:1]([C:5]1[NH:9][N:8]=[C:7]([C:10]([F:12])([F:13])[F:11])[C:6]=1[Cl:21])[CH2:2][CH2:3][CH3:4]. (3) Reactant: Br[C:2]1[CH:7]=[C:6]([F:8])[C:5]([F:9])=[C:4]([N+:10]([O-])=O)[C:3]=1Br.C(N(CC)CC)C.[H][H]. The catalyst class is: 19. Product: [F:9][C:5]1[C:6]([F:8])=[CH:7][CH:2]=[CH:3][C:4]=1[NH2:10]. (4) Reactant: [C:1]([C:4]1[S:5][C:6]([C:9]#[N:10])=[CH:7][CH:8]=1)(=[O:3])[CH3:2].[Br:11]Br. Product: [Br:11][CH2:2][C:1]([C:4]1[S:5][C:6]([C:9]#[N:10])=[CH:7][CH:8]=1)=[O:3]. The catalyst class is: 472. (5) Reactant: C([C:4]1[C:5](N)=[C:6](/[CH:11]=[CH:12]/[C:13]([OH:15])=O)[CH:7]=[CH:8][C:9]=1[CH3:10])(=O)C.ClC([O:20][CH2:21][CH3:22])=O.[N-:23]=[N+:24]=[N-:25].[Na+].C([N:29](CC)CC)C. Product: [C:21]([NH:29][C:4]1[CH:5]=[C:6](/[CH:11]=[CH:12]/[C:13]([N:23]=[N+:24]=[N-:25])=[O:15])[CH:7]=[CH:8][C:9]=1[CH3:10])(=[O:20])[CH3:22]. The catalyst class is: 95. (6) Reactant: [NH2:1][C:2]1[C:3]([OH:9])=[N:4][CH:5]=[CH:6][C:7]=1[NH2:8].[K].CCO[C:14](S)=[S:15].C(OCC)C. Product: [SH:15][C:14]1[NH:1][C:2]2[C:3](=[O:9])[NH:4][CH:5]=[CH:6][C:7]=2[N:8]=1. The catalyst class is: 8. (7) The catalyst class is: 4. Product: [N+:8]([C:11]1[CH:16]=[CH:15][C:14]([N:17]2[CH2:32][CH2:31][C:19]3([NH:23][CH2:22][CH2:21][CH2:20]3)[CH2:18]2)=[CH:13][C:12]=1[O:33][CH:34]([CH3:36])[CH3:35])([O-:10])=[O:9]. Reactant: FC(F)(F)C(O)=O.[N+:8]([C:11]1[CH:16]=[CH:15][C:14]([N:17]2[CH2:32][CH2:31][C:19]3([N:23](C(OC(C)(C)C)=O)[CH2:22][CH2:21][CH2:20]3)[CH2:18]2)=[CH:13][C:12]=1[O:33][CH:34]([CH3:36])[CH3:35])([O-:10])=[O:9].C(=O)([O-])[O-].[K+].[K+]. (8) Reactant: [Br:1][C:2]1[CH:3]=[C:4]([CH:14]=[C:15]([Cl:17])[CH:16]=1)[O:5][C:6]1[C:7](Cl)=[N:8][CH:9]=[CH:10][C:11]=1[Cl:12].[OH-:18].[K+]. Product: [Br:1][C:2]1[CH:3]=[C:4]([CH:14]=[C:15]([Cl:17])[CH:16]=1)[O:5][C:6]1[C:7]([OH:18])=[N:8][CH:9]=[CH:10][C:11]=1[Cl:12]. The catalyst class is: 664. (9) Reactant: [F:1][C:2]1[CH:3]=[CH:4][CH2:5][CH:6]2[C:11]=1[N:10]1[CH2:12][CH2:13][CH2:14][CH:9]1[CH2:8][NH:7]2.C(N(C(C)C)CC)(C)C.Br[CH2:25][C:26]([NH2:28])=[O:27].O. Product: [F:1][C:2]1[CH:3]=[CH:4][CH2:5][CH:6]2[C:11]=1[N:10]1[CH2:12][CH2:13][CH2:14][CH:9]1[CH2:8][N:7]2[CH2:25][C:26]([NH2:28])=[O:27]. The catalyst class is: 9.